Dataset: Full USPTO retrosynthesis dataset with 1.9M reactions from patents (1976-2016). Task: Predict the reactants needed to synthesize the given product. Given the product [F:11][CH:10]([F:12])[C:4]1[N:5]=[C:6]([NH:31][NH2:32])[C:7]([F:8])=[C:2]([N:17]2[CH2:18][CH2:19][N:14]([CH3:13])[CH2:15][CH2:16]2)[N:3]=1, predict the reactants needed to synthesize it. The reactants are: Cl[C:2]1[C:7]([F:8])=[C:6](Cl)[N:5]=[C:4]([CH:10]([F:12])[F:11])[N:3]=1.[CH3:13][N:14]1[CH2:19][CH2:18][NH:17][CH2:16][CH2:15]1.CCN(C(C)C)C(C)C.ClCl.[NH2:31][NH2:32].